Dataset: Forward reaction prediction with 1.9M reactions from USPTO patents (1976-2016). Task: Predict the product of the given reaction. (1) Given the reactants Br[C:2]1[CH:3]=[C:4]2[C:10]([CH3:11])=[N:9][N:8]([CH2:12][C:13]3[CH:18]=[CH:17][C:16]([O:19][CH3:20])=[CH:15][CH:14]=3)[C:5]2=[N:6][CH:7]=1.[Cl:21][C:22]1[CH:23]=[C:24](B2OC(C)(C)C(C)(C)O2)[CH:25]=[CH:26][CH:27]=1.C([O-])([O-])=O.[Cs+].[Cs+].C(OCC)(=O)C, predict the reaction product. The product is: [Cl:21][C:22]1[CH:27]=[C:26]([C:2]2[CH:3]=[C:4]3[C:10]([CH3:11])=[N:9][N:8]([CH2:12][C:13]4[CH:18]=[CH:17][C:16]([O:19][CH3:20])=[CH:15][CH:14]=4)[C:5]3=[N:6][CH:7]=2)[CH:25]=[CH:24][CH:23]=1. (2) Given the reactants O=C1C2C(=CC=C(N[C:12]([NH:14][C:15]3[CH:20]=[CH:19][C:18]([C:21]([F:24])([F:23])[F:22])=[CH:17][CH:16]=3)=[O:13])C=2)N(CCC)N1.C(N1C2C(=CC([N+]([O-])=O)=CC=2)C(=O)N1)C=C, predict the reaction product. The product is: [F:22][C:21]([F:23])([F:24])[C:18]1[CH:17]=[CH:16][C:15]([N:14]=[C:12]=[O:13])=[CH:20][CH:19]=1. (3) The product is: [CH3:48][C:27]1([CH3:47])[C:34]2[CH:35]=[CH:36][CH:37]=[C:38]3[C:33]([CH3:46])([CH3:45])[C:32]4[CH:31]=[CH:30][CH:29]=[CH:28][C:41]=4[N:40]([C:39]=23)[C:42]2[CH:43]=[CH:44][C:24]([C:16]3[CH:17]=[CH:18][C:19]4[N:7]([C:1]5[CH:6]=[CH:5][CH:4]=[CH:3][CH:2]=5)[C:8]5[C:13]([C:14]=4[CH:15]=3)=[CH:12][CH:11]=[CH:10][CH:9]=5)=[CH:25][C:26]1=2. Given the reactants [C:1]1([N:7]2[C:19]3[CH:18]=[CH:17][C:16](B(O)O)=[CH:15][C:14]=3[C:13]3[C:8]2=[CH:9][CH:10]=[CH:11][CH:12]=3)[CH:6]=[CH:5][CH:4]=[CH:3][CH:2]=1.Br[C:24]1[CH:44]=[CH:43][C:42]2[N:40]3[C:41]4[C:32]([C:33]([CH3:46])([CH3:45])[C:34]5[CH:35]=[CH:36][CH:37]=[CH:38][C:39]=53)=[CH:31][CH:30]=[CH:29][C:28]=4[C:27]([CH3:48])([CH3:47])[C:26]=2[CH:25]=1.O.P([O-])([O-])([O-])=O.[K+].[K+].[K+].N#N, predict the reaction product. (4) Given the reactants C([O:3][C:4]([C:6]1[N:7]=[N:8][N:9]([CH2:11][C:12]2[CH:17]=[CH:16][C:15]([CH2:18][N:19]3[CH:24]=[CH:23][CH:22]=[CH:21][C:20]3=[O:25])=[CH:14][CH:13]=2)[CH:10]=1)=[O:5])C.[OH-].[Li+], predict the reaction product. The product is: [O:25]=[C:20]1[CH:21]=[CH:22][CH:23]=[CH:24][N:19]1[CH2:18][C:15]1[CH:16]=[CH:17][C:12]([CH2:11][N:9]2[CH:10]=[C:6]([C:4]([OH:5])=[O:3])[N:7]=[N:8]2)=[CH:13][CH:14]=1. (5) Given the reactants [CH3:1][O:2][C:3]1[CH:4]=[C:5]([CH2:20][C:21]([O:23]C2C(F)=C(F)C(F)=C(F)C=2F)=O)[CH:6]=[CH:7][C:8]=1[NH:9][C:10]([NH:12][C:13]1[CH:18]=[CH:17][CH:16]=[CH:15][C:14]=1[CH3:19])=[O:11].[N+:35]([C:38]1[CH:39]=[C:40]([CH:45]=[CH:46][C:47]=1[O:48][CH2:49][C@@H:50]([NH2:52])[CH3:51])[C:41]([O:43][CH3:44])=[O:42])([O-:37])=[O:36].CCN(CC)CC, predict the reaction product. The product is: [N+:35]([C:38]1[CH:39]=[C:40]([CH:45]=[CH:46][C:47]=1[O:48][CH2:49][C@@H:50]([NH:52][C:21](=[O:23])[CH2:20][C:5]1[CH:6]=[CH:7][C:8]([NH:9][C:10]([NH:12][C:13]2[CH:18]=[CH:17][CH:16]=[CH:15][C:14]=2[CH3:19])=[O:11])=[C:3]([O:2][CH3:1])[CH:4]=1)[CH3:51])[C:41]([O:43][CH3:44])=[O:42])([O-:37])=[O:36]. (6) The product is: [CH3:9][O:8][C:6]1[CH:5]=[CH:4][C:3]([C:10]([C:12]2[CH:17]=[CH:16][C:15]([O:18][CH2:19][CH2:20][N:21]3[CH2:26][CH2:25][CH2:24][CH2:23][CH2:22]3)=[CH:14][CH:13]=2)=[O:11])=[C:2]([C:34]2[CH2:33][CH2:32][C:31]3[C:36](=[CH:37][CH:38]=[C:29]([O:28][CH3:27])[CH:30]=3)[CH:35]=2)[CH:7]=1. Given the reactants Br[C:2]1[CH:7]=[C:6]([O:8][CH3:9])[CH:5]=[CH:4][C:3]=1[C:10]([C:12]1[CH:17]=[CH:16][C:15]([O:18][CH2:19][CH2:20][N:21]2[CH2:26][CH2:25][CH2:24][CH2:23][CH2:22]2)=[CH:14][CH:13]=1)=[O:11].[CH3:27][O:28][C:29]1[CH:30]=[C:31]2[C:36](=[CH:37][CH:38]=1)[CH:35]=[C:34]([Sn](C)(C)C)[CH2:33][CH2:32]2.C(OCC)(=O)C, predict the reaction product. (7) Given the reactants [CH3:1][O:2][C:3](=[O:20])[C@@H:4]([NH:12][C:13]([O:15][C:16]([CH3:19])([CH3:18])[CH3:17])=[O:14])[C@H:5]1[CH2:10][CH2:9][C@@H:8]([OH:11])[CH2:7][CH2:6]1.C(N(C(C)C)CC)(C)C.[CH3:30][S:31](Cl)(=[O:33])=[O:32], predict the reaction product. The product is: [CH3:1][O:2][C:3](=[O:20])[C@@H:4]([NH:12][C:13]([O:15][C:16]([CH3:17])([CH3:19])[CH3:18])=[O:14])[C@H:5]1[CH2:6][CH2:7][C@@H:8]([O:11][S:31]([CH3:30])(=[O:33])=[O:32])[CH2:9][CH2:10]1. (8) Given the reactants [F:1][C:2]1[CH:7]=[CH:6][C:5]([C:8]2[CH:13]=[CH:12][C:11]([C:14]([O:16]C)=[O:15])=[CH:10][C:9]=2[O:18][CH2:19][CH2:20][O:21][CH3:22])=[CH:4][CH:3]=1.[OH-].[Na+], predict the reaction product. The product is: [F:1][C:2]1[CH:3]=[CH:4][C:5]([C:8]2[CH:13]=[CH:12][C:11]([C:14]([OH:16])=[O:15])=[CH:10][C:9]=2[O:18][CH2:19][CH2:20][O:21][CH3:22])=[CH:6][CH:7]=1.